Dataset: Catalyst prediction with 721,799 reactions and 888 catalyst types from USPTO. Task: Predict which catalyst facilitates the given reaction. (1) Reactant: C(O[C:4]([C:6]1[C:7]2[CH2:8][C@H:9]3[CH2:22][C@H:10]3[C:11]=2[N:12]([C:14]2[CH:19]=[CH:18][C:17]([F:20])=[CH:16][C:15]=2[F:21])[N:13]=1)=[O:5])C.C1N(P(Cl)(N2C(=O)OCC2)=O)C(=O)OC1.CCN(C(C)C)C(C)C.[NH2:47][CH:48]1[CH2:53][CH2:52][N:51]([C:54]([O:56][C:57]([CH3:60])([CH3:59])[CH3:58])=[O:55])[CH2:50][CH2:49]1. Product: [C:57]([O:56][C:54]([N:51]1[CH2:52][CH2:53][CH:48]([NH:47][C:4]([C:6]2[C:7]3[CH2:8][C@H:9]4[CH2:22][C@H:10]4[C:11]=3[N:12]([C:14]3[CH:19]=[CH:18][C:17]([F:20])=[CH:16][C:15]=3[F:21])[N:13]=2)=[O:5])[CH2:49][CH2:50]1)=[O:55])([CH3:60])([CH3:58])[CH3:59]. The catalyst class is: 18. (2) Reactant: [Cl-].[C:2]([C:4]1([CH2:10][CH:11]2[CH2:16][CH2:15][O:14][CH2:13][CH2:12]2)[CH2:9][CH2:8][NH2+:7][CH2:6][CH2:5]1)#[N:3].C(N(CC)CC)C.[CH2:24]([S:26](Cl)(=[O:28])=[O:27])[CH3:25]. Product: [CH2:24]([S:26]([N:7]1[CH2:8][CH2:9][C:4]([CH2:10][CH:11]2[CH2:12][CH2:13][O:14][CH2:15][CH2:16]2)([C:2]#[N:3])[CH2:5][CH2:6]1)(=[O:28])=[O:27])[CH3:25]. The catalyst class is: 4. (3) Reactant: [NH2:1][C:2]1[S:6][C:5]([C:7]2[CH:8]=[N:9][C:10]([N:13]3[CH2:18][CH2:17][O:16][CH2:15][CH2:14]3)=[CH:11][CH:12]=2)=[N:4][C:3]=1[C:19]([O:21]CC)=[O:20].CO.[OH-].[K+].Cl. Product: [NH2:1][C:2]1[S:6][C:5]([C:7]2[CH:8]=[N:9][C:10]([N:13]3[CH2:18][CH2:17][O:16][CH2:15][CH2:14]3)=[CH:11][CH:12]=2)=[N:4][C:3]=1[C:19]([OH:21])=[O:20]. The catalyst class is: 218. (4) Reactant: [F:1][C:2]([F:11])([F:10])[C:3]1[CH:4]=[C:5]([CH:7]=[CH:8][CH:9]=1)[NH2:6].[C:12]1(=[O:18])[CH2:17][CH2:16][CH2:15][CH:14]=[CH:13]1. Product: [F:1][C:2]([F:10])([F:11])[C:3]1[CH:4]=[C:5]([NH:6][CH:14]2[CH2:15][CH2:16][CH2:17][C:12](=[O:18])[CH2:13]2)[CH:7]=[CH:8][CH:9]=1. The catalyst class is: 25. (5) Reactant: [NH:1]1[C:5]([C:6]2[CH:11]=[CH:10][CH:9]=[CH:8][C:7]=2[CH2:12][NH2:13])=[CH:4][N:3]=[CH:2]1.N1C=CC=CC=1.[C:20](Cl)(=[O:22])[CH3:21]. Product: [NH:3]1[CH:4]=[C:5]([C:6]2[CH:11]=[CH:10][CH:9]=[CH:8][C:7]=2[CH2:12][NH:13][C:20](=[O:22])[CH3:21])[N:1]=[CH:2]1. The catalyst class is: 4. (6) Reactant: CC([N:5]([CH:9]1[CH2:14][CH2:13][N:12]([C@H:15]2[CH2:20][CH2:19][C@H:18]([O:21][CH3:22])[CH2:17][CH2:16]2)[CH2:11][CH2:10]1)C(=O)[O-])(C)C.[ClH:23].O1CCOCC1. Product: [ClH:23].[ClH:23].[CH3:22][O:21][C@H:18]1[CH2:17][CH2:16][C@H:15]([N:12]2[CH2:13][CH2:14][CH:9]([NH2:5])[CH2:10][CH2:11]2)[CH2:20][CH2:19]1. The catalyst class is: 4.